This data is from Full USPTO retrosynthesis dataset with 1.9M reactions from patents (1976-2016). The task is: Predict the reactants needed to synthesize the given product. The reactants are: FC(F)(F)C(O)=O.[CH3:8][C:9]1[N:13]([C:14]2[CH:19]=[CH:18][CH:17]=[CH:16][CH:15]=2)[N:12]=[CH:11][C:10]=1[C:20]([NH:22][C:23]1[CH:40]=[CH:39][C:26]2[CH2:27][CH2:28][N:29](C(OC(C)(C)C)=O)[CH2:30][CH2:31][C:25]=2[CH:24]=1)=[O:21].COC1C=CC=C(OC)C=1. Given the product [CH3:8][C:9]1[N:13]([C:14]2[CH:15]=[CH:16][CH:17]=[CH:18][CH:19]=2)[N:12]=[CH:11][C:10]=1[C:20]([NH:22][C:23]1[CH:40]=[CH:39][C:26]2[CH2:27][CH2:28][NH:29][CH2:30][CH2:31][C:25]=2[CH:24]=1)=[O:21], predict the reactants needed to synthesize it.